The task is: Binary Classification. Given a drug SMILES string, predict its activity (active/inactive) in a high-throughput screening assay against a specified biological target.. This data is from Cav3 T-type calcium channel HTS with 100,875 compounds. (1) The compound is Fc1c(C(N2CCN(CC2)C(=O)c2occc2)c2n(nnn2)CC2OCCC2)cccc1. The result is 0 (inactive). (2) The compound is Clc1cc(CSc2oc(nn2)c2sccc2n2cccc2)cc(Cl)c1. The result is 0 (inactive). (3) The molecule is S(Cc1c(cccc1)C)CC(=O)N\N=C\c1sccc1. The result is 0 (inactive).